From a dataset of Forward reaction prediction with 1.9M reactions from USPTO patents (1976-2016). Predict the product of the given reaction. (1) Given the reactants CC1(C)C(C)(C)OB([C:9]2[CH:10]=[C:11]([CH:28]=[CH:29][CH:30]=2)[C:12]([NH:14][C:15]2[CH:27]=[CH:26][C:18]([C:19]([O:21][C:22]([CH3:25])([CH3:24])[CH3:23])=[O:20])=[CH:17][CH:16]=2)=[O:13])O1.[Br:32][C:33]1[C:34]2[N:35]([N:40]=[CH:41][N:42]=2)[CH:36]=[C:37](I)[CH:38]=1.C(=O)([O-])[O-].[Na+].[Na+], predict the reaction product. The product is: [Br:32][C:33]1[C:34]2[N:35]([N:40]=[CH:41][N:42]=2)[CH:36]=[C:37]([C:9]2[CH:10]=[C:11]([CH:28]=[CH:29][CH:30]=2)[C:12]([NH:14][C:15]2[CH:27]=[CH:26][C:18]([C:19]([O:21][C:22]([CH3:25])([CH3:23])[CH3:24])=[O:20])=[CH:17][CH:16]=2)=[O:13])[CH:38]=1. (2) Given the reactants [C:1]([O-:4])(=[O:3])[CH3:2].[K+].[I-].[Na+].Cl[CH2:9][CH2:10][CH2:11][CH2:12][C:13]1[N:14]([CH2:41][CH2:42][CH3:43])[N:15]=[C:16]2[C:25]=1[C:24]1[CH:23]=[CH:22][CH:21]=[CH:20][C:19]=1[N:18]=[C:17]2[N:26]([C:34]([O:36][C:37]([CH3:40])([CH3:39])[CH3:38])=[O:35])[C:27]([O:29][C:30]([CH3:33])([CH3:32])[CH3:31])=[O:28], predict the reaction product. The product is: [C:1]([O:4][CH2:9][CH2:10][CH2:11][CH2:12][C:13]1[N:14]([CH2:41][CH2:42][CH3:43])[N:15]=[C:16]2[C:25]=1[C:24]1[CH:23]=[CH:22][CH:21]=[CH:20][C:19]=1[N:18]=[C:17]2[N:26]([C:34]([O:36][C:37]([CH3:40])([CH3:39])[CH3:38])=[O:35])[C:27]([O:29][C:30]([CH3:31])([CH3:32])[CH3:33])=[O:28])(=[O:3])[CH3:2]. (3) Given the reactants [CH2:1]([C:3]1[CH:4]=[C:5]([C:9]2[C:14]([F:15])=[CH:13][CH:12]=[CH:11][C:10]=2[C:16]([OH:31])([CH:25]2[CH2:30][CH2:29][CH2:28][NH:27][CH2:26]2)[CH2:17][CH2:18][CH2:19][NH:20][C:21](=[O:24])[O:22][CH3:23])[CH:6]=[CH:7][CH:8]=1)[CH3:2].CC(O[C:37]([N:39](C)[CH2:40][CH2:41][CH2:42][C:43](O)=[O:44])=O)(C)C.CN(C(ON1N=NC2C=CC=CC1=2)=[N+](C)C)C.F[P-](F)(F)(F)(F)F.C(N(C(C)C)CC)(C)C, predict the reaction product. The product is: [CH2:1]([C:3]1[CH:4]=[C:5]([C:9]2[C:14]([F:15])=[CH:13][CH:12]=[CH:11][C:10]=2[C:16]([OH:31])([C@@H:25]2[CH2:30][CH2:29][CH2:28][N:27]([C:43](=[O:44])[CH2:42][CH2:41][CH2:40][NH:39][CH3:37])[CH2:26]2)[CH2:17][CH2:18][CH2:19][NH:20][C:21](=[O:24])[O:22][CH3:23])[CH:6]=[CH:7][CH:8]=1)[CH3:2].